This data is from NCI-60 drug combinations with 297,098 pairs across 59 cell lines. The task is: Regression. Given two drug SMILES strings and cell line genomic features, predict the synergy score measuring deviation from expected non-interaction effect. Drug 1: COC1=C(C=C2C(=C1)N=CN=C2NC3=CC(=C(C=C3)F)Cl)OCCCN4CCOCC4. Drug 2: CC1C(C(CC(O1)OC2CC(OC(C2O)C)OC3=CC4=CC5=C(C(=O)C(C(C5)C(C(=O)C(C(C)O)O)OC)OC6CC(C(C(O6)C)O)OC7CC(C(C(O7)C)O)OC8CC(C(C(O8)C)O)(C)O)C(=C4C(=C3C)O)O)O)O. Cell line: K-562. Synergy scores: CSS=40.0, Synergy_ZIP=19.7, Synergy_Bliss=22.4, Synergy_Loewe=22.5, Synergy_HSA=22.3.